This data is from Forward reaction prediction with 1.9M reactions from USPTO patents (1976-2016). The task is: Predict the product of the given reaction. (1) Given the reactants [Cl:1][C:2]1[CH:7]=[CH:6][C:5]([C@@H:8]([C@@H:28]2[CH2:33][O:32][CH2:31][CH2:30][N:29]2C(OC(C)(C)C)=O)[C:9]([N:11]2[CH2:16][CH2:15][N:14]([C:17]3[C:18]4[C@H:25]([CH3:26])[CH2:24][C@H:23]([OH:27])[C:19]=4[N:20]=[CH:21][N:22]=3)[CH2:13][CH2:12]2)=[O:10])=[CH:4][CH:3]=1.[ClH:41], predict the reaction product. The product is: [ClH:1].[ClH:41].[Cl:1][C:2]1[CH:3]=[CH:4][C:5]([C@@H:8]([C@@H:28]2[CH2:33][O:32][CH2:31][CH2:30][NH:29]2)[C:9]([N:11]2[CH2:12][CH2:13][N:14]([C:17]3[C:18]4[C@H:25]([CH3:26])[CH2:24][C@H:23]([OH:27])[C:19]=4[N:20]=[CH:21][N:22]=3)[CH2:15][CH2:16]2)=[O:10])=[CH:6][CH:7]=1. (2) Given the reactants [NH:1]1[C:10]2[C:5](=[CH:6][CH:7]=[CH:8][CH:9]=2)[C:4](=[O:11])[CH2:3][CH2:2]1.C(N(CC)CC)C.[C:19]1([CH3:29])[CH:24]=[CH:23][C:22]([S:25](Cl)(=[O:27])=[O:26])=[CH:21][CH:20]=1, predict the reaction product. The product is: [C:19]1([CH3:29])[CH:24]=[CH:23][C:22]([S:25]([N:1]2[C:10]3[C:5](=[CH:6][CH:7]=[CH:8][CH:9]=3)[C:4](=[O:11])[CH2:3][CH2:2]2)(=[O:27])=[O:26])=[CH:21][CH:20]=1. (3) Given the reactants [NH2:1][C:2]1[CH:7]=[CH:6][C:5]([N:8]2[CH2:13][CH2:12][N:11]([CH2:14][CH2:15][OH:16])[CH2:10][CH2:9]2)=[CH:4][C:3]=1[O:17][CH3:18].O.C1(C)C=CC(S(O)(=O)=O)=CC=1.Cl[C:32]1[N:37]=[C:36]([C:38]2[N:42]3[CH:43]=[CH:44][CH:45]=[CH:46][C:41]3=[N:40][CH:39]=2)[C:35]([F:47])=[CH:34][N:33]=1, predict the reaction product. The product is: [F:47][C:35]1[C:36]([C:38]2[N:42]3[CH:43]=[CH:44][CH:45]=[CH:46][C:41]3=[N:40][CH:39]=2)=[N:37][C:32]([NH:1][C:2]2[CH:7]=[CH:6][C:5]([N:8]3[CH2:13][CH2:12][N:11]([CH2:14][CH2:15][OH:16])[CH2:10][CH2:9]3)=[CH:4][C:3]=2[O:17][CH3:18])=[N:33][CH:34]=1. (4) The product is: [CH3:1][O:2][CH:3]1[CH2:12][CH2:11][C:6](=[O:7])[CH2:5][CH2:4]1. Given the reactants [CH3:1][O:2][CH:3]1[CH2:12][CH2:11][C:6]2(OCC[O:7]2)[CH2:5][CH2:4]1.Cl, predict the reaction product. (5) Given the reactants [Cl:1][C:2]1[CH:7]=[CH:6][CH:5]=[CH:4][C:3]=1[C:8]1[C:9]([C:20]([NH2:22])=[O:21])=[CH:10][N:11]([C:13]2[CH:18]=[CH:17][N:16]=[C:15](Cl)[CH:14]=2)[CH:12]=1.[C:23]([NH2:26])(=[O:25])[CH3:24].CC1(C)C2C(=C(P(C3C=CC=CC=3)C3C=CC=CC=3)C=CC=2)OC2C(P(C3C=CC=CC=3)C3C=CC=CC=3)=CC=CC1=2.C(=O)([O-])[O-].[Cs+].[Cs+], predict the reaction product. The product is: [C:23]([NH:26][C:15]1[CH:14]=[C:13]([N:11]2[CH:12]=[C:8]([C:3]3[CH:4]=[CH:5][CH:6]=[CH:7][C:2]=3[Cl:1])[C:9]([C:20]([NH2:22])=[O:21])=[CH:10]2)[CH:18]=[CH:17][N:16]=1)(=[O:25])[CH3:24]. (6) Given the reactants C1(S([N:10]2[C:18]3[C:13](=[CH:14][C:15]([CH2:19][CH3:20])=[CH:16][CH:17]=3)[CH2:12][CH2:11]2)(=O)=O)C=CC=CC=1.[OH-].[Na+], predict the reaction product. The product is: [CH2:19]([C:15]1[CH:14]=[C:13]2[C:18](=[CH:17][CH:16]=1)[NH:10][CH2:11][CH2:12]2)[CH3:20]. (7) The product is: [F:1][C:2]([F:13])([F:12])[O:3][C:4]1[CH:11]=[CH:10][C:7]([CH2:8][CH:20]2[CH2:21][CH2:22][NH:18][C:19]2=[O:23])=[CH:6][CH:5]=1. Given the reactants [F:1][C:2]([F:13])([F:12])[O:3][C:4]1[CH:11]=[CH:10][C:7]([CH:8]=O)=[CH:6][CH:5]=1.FC(F)(F)C([N:18]1[CH2:22][CH2:21][CH2:20][C:19]1=[O:23])=O, predict the reaction product. (8) Given the reactants [C:1]([O:5][CH2:6][CH3:7])(=[O:4])[NH:2][NH2:3].[CH:8](=O)[CH2:9][CH:10]([CH3:12])[CH3:11], predict the reaction product. The product is: [CH2:6]([O:5][C:1]([N:2]([CH2:8][CH2:9][CH:10]([CH3:12])[CH3:11])[NH2:3])=[O:4])[CH3:7]. (9) The product is: [CH3:29][O:28][C:27](=[O:30])[NH:26][C@@H:17]1[CH:16]2[C:15](=[O:31])[CH2:14][C@H:13]([C:11]3[NH:12][C:8]([C:5]4[CH:4]=[N:3][C:2]([C:49]5[CH:50]=[CH:51][C:46]([C:43]6[NH:42][C:41]([C@@H:37]7[CH2:38][CH2:39][CH2:40][N:36]7[C:35](=[O:61])[C@@H:34]([NH:62][C:63]([O:64][CH3:65])=[O:66])[CH:33]([CH3:67])[CH3:32])=[N:45][CH:44]=6)=[CH:47][CH:48]=5)=[N:7][CH:6]=4)=[CH:9][N:10]=3)[CH2:25][N:23]3[C:24]2=[C:20]([CH:21]=[CH:22]3)[CH2:19][CH2:18]1. Given the reactants Cl[C:2]1[N:7]=[CH:6][C:5]([C:8]2[NH:12][C:11]([C@@H:13]3[CH2:25][N:23]4[C:24]5[CH:16]([C@@H:17]([NH:26][C:27](=[O:30])[O:28][CH3:29])[CH2:18][CH2:19][C:20]=5[CH:21]=[CH:22]4)[C:15](=[O:31])[CH2:14]3)=[N:10][CH:9]=2)=[CH:4][N:3]=1.[CH3:32][CH:33]([CH3:67])[C@H:34]([NH:62][C:63](=[O:66])[O:64][CH3:65])[C:35](=[O:61])[N:36]1[CH2:40][CH2:39][CH2:38][C@H:37]1[C:41]1[NH:42][C:43]([C:46]2[CH:51]=[CH:50][C:49](B3OC(C)(C)C(C)(C)O3)=[CH:48][CH:47]=2)=[CH:44][N:45]=1.C(=O)(O)[O-].[Na+].C1(C)C=CC=CC=1, predict the reaction product.